Dataset: Catalyst prediction with 721,799 reactions and 888 catalyst types from USPTO. Task: Predict which catalyst facilitates the given reaction. (1) Reactant: COC(OC)[N:4]([CH3:6])C.[N:9]1[N:13]2[CH:14]=[CH:15][CH:16]=[CH:17][C:12]2=[C:11]([C:18](=O)[CH3:19])[CH:10]=1.C[N:22](C=O)C. Product: [NH:4]1[CH:6]=[CH:19][C:18]([C:11]2[CH:10]=[N:9][N:13]3[CH:14]=[CH:15][CH:16]=[CH:17][C:12]=23)=[N:22]1. The catalyst class is: 6. (2) Reactant: [OH-].[Na+].[CH:3]1([C:6]2[CH:11]=[C:10]([CH2:12][N:13]3[CH2:16][C:15]4([CH2:20][C:19]([N:21]5[CH2:26][CH2:25][C:24]([CH2:32][CH3:33])([C:27]([O:29]CC)=[O:28])[CH2:23][CH2:22]5)=[N:18][O:17]4)[CH2:14]3)[CH:9]=[C:8]([O:34][CH2:35][CH2:36][CH3:37])[C:7]=2[C:38]2[CH:43]=[CH:42][CH:41]=[CH:40][C:39]=2[F:44])[CH2:5][CH2:4]1.C(O)C. Product: [CH:3]1([C:6]2[CH:11]=[C:10]([CH2:12][N:13]3[CH2:16][C:15]4([CH2:20][C:19]([N:21]5[CH2:26][CH2:25][C:24]([CH2:32][CH3:33])([C:27]([OH:29])=[O:28])[CH2:23][CH2:22]5)=[N:18][O:17]4)[CH2:14]3)[CH:9]=[C:8]([O:34][CH2:35][CH2:36][CH3:37])[C:7]=2[C:38]2[CH:43]=[CH:42][CH:41]=[CH:40][C:39]=2[F:44])[CH2:4][CH2:5]1. The catalyst class is: 5. (3) The catalyst class is: 6. Reactant: [NH2:1][CH:2]1[CH2:7][CH2:6][O:5][CH2:4][CH:3]1[OH:8].NC1C(O)CCOC1.C(=O)([O-])[O-].[Na+].[Na+].Cl[C:24]([O:26][CH2:27][C:28]1[CH:33]=[CH:32][CH:31]=[CH:30][CH:29]=1)=[O:25]. Product: [CH2:27]([O:26][C:24](=[O:25])[NH:1][C@H:2]1[CH2:7][CH2:6][O:5][CH2:4][C@@H:3]1[OH:8])[C:28]1[CH:33]=[CH:32][CH:31]=[CH:30][CH:29]=1. (4) Reactant: [Br:1][C:2]1[C:3]2[N:4]([N:8]=[C:9]([NH:11][C:12]3[CH:20]=[CH:19][C:15]([C:16]([OH:18])=O)=[CH:14][CH:13]=3)[N:10]=2)[CH:5]=[CH:6][CH:7]=1.[CH3:21][NH:22][CH:23]1[CH2:28][CH2:27][N:26]([CH3:29])[CH2:25][CH2:24]1.CCN(C(C)C)C(C)C.CN(C(ON1N=NC2C=CC=NC1=2)=[N+](C)C)C.F[P-](F)(F)(F)(F)F. Product: [Br:1][C:2]1[C:3]2[N:4]([N:8]=[C:9]([NH:11][C:12]3[CH:13]=[CH:14][C:15]([C:16]([N:22]([CH3:21])[CH:23]4[CH2:28][CH2:27][N:26]([CH3:29])[CH2:25][CH2:24]4)=[O:18])=[CH:19][CH:20]=3)[N:10]=2)[CH:5]=[CH:6][CH:7]=1. The catalyst class is: 16. (5) Reactant: [Si]([O:8][CH2:9][CH2:10][N:11]([CH:41]1[CH2:44][O:43][CH2:42]1)[C:12]([C:14]1[C:19]([O:20][CH2:21][C:22]2[CH:27]=[CH:26][CH:25]=[CH:24][CH:23]=2)=[C:18]([OH:28])[N:17]=[C:16]([CH2:29][C:30]2([C:35]3[CH:40]=[CH:39][CH:38]=[CH:37][CH:36]=3)[CH2:34][CH2:33][CH2:32][CH2:31]2)[N:15]=1)=[O:13])(C(C)(C)C)(C)C.[F-].C([N+](CCCC)(CCCC)CCCC)CCC. Product: [OH:8][CH2:9][CH2:10][N:11]([CH:41]1[CH2:44][O:43][CH2:42]1)[C:12]([C:14]1[C:19]([O:20][CH2:21][C:22]2[CH:23]=[CH:24][CH:25]=[CH:26][CH:27]=2)=[C:18]([OH:28])[N:17]=[C:16]([CH2:29][C:30]2([C:35]3[CH:40]=[CH:39][CH:38]=[CH:37][CH:36]=3)[CH2:31][CH2:32][CH2:33][CH2:34]2)[N:15]=1)=[O:13]. The catalyst class is: 7.